Dataset: Forward reaction prediction with 1.9M reactions from USPTO patents (1976-2016). Task: Predict the product of the given reaction. (1) Given the reactants [Si:1]([O:18][CH2:19][C:20]1[C:21]([N:35]2[CH2:40][C@H:39]([CH3:41])[O:38][C@H:37]([CH3:42])[CH2:36]2)=[C:22]([F:34])[C:23]2[O:27][N:26]=[C:25]([C:28]([O:30]CC)=O)[C:24]=2[CH:33]=1)([C:14]([CH3:17])([CH3:16])[CH3:15])([C:8]1[CH:13]=[CH:12][CH:11]=[CH:10][CH:9]=1)[C:2]1[CH:7]=[CH:6][CH:5]=[CH:4][CH:3]=1.[Cl-].[NH4+:44], predict the reaction product. The product is: [Si:1]([O:18][CH2:19][C:20]1[C:21]([N:35]2[CH2:36][C@H:37]([CH3:42])[O:38][C@H:39]([CH3:41])[CH2:40]2)=[C:22]([F:34])[C:23]2[O:27][N:26]=[C:25]([C:28]([NH2:44])=[O:30])[C:24]=2[CH:33]=1)([C:14]([CH3:15])([CH3:17])[CH3:16])([C:8]1[CH:13]=[CH:12][CH:11]=[CH:10][CH:9]=1)[C:2]1[CH:7]=[CH:6][CH:5]=[CH:4][CH:3]=1. (2) Given the reactants [CH3:1][C:2]1[C:6]([C:7]2[CH:15]=[C:14]3[C:10]([C:11]4[C:19]([C:20]5[C:29]6[C:24](=[CH:25][CH:26]=[CH:27][CH:28]=6)[C:23]([C:30](O)=[O:31])=[CH:22][CH:21]=5)=[N:18][C:17]([CH3:33])=[N:16][C:12]=4[NH:13]3)=[CH:9][C:8]=2[O:34][CH3:35])=[C:5]([CH3:36])[O:4][N:3]=1.C([N:44]1[CH2:49][CH2:48][NH:47][CH2:46][C@@H:45]1[CH2:50][OH:51])(OC(C)(C)C)=O.C(C(O)=O)(F)(F)F, predict the reaction product. The product is: [CH3:1][C:2]1[C:6]([C:7]2[CH:15]=[C:14]3[C:10]([C:11]4[C:19]([C:20]5[C:29]6[C:24](=[CH:25][CH:26]=[CH:27][CH:28]=6)[C:23]([C:30]([N:47]6[CH2:48][CH2:49][NH:44][C@@H:45]([CH2:50][OH:51])[CH2:46]6)=[O:31])=[CH:22][CH:21]=5)=[N:18][C:17]([CH3:33])=[N:16][C:12]=4[NH:13]3)=[CH:9][C:8]=2[O:34][CH3:35])=[C:5]([CH3:36])[O:4][N:3]=1. (3) Given the reactants [C:1]([C:3]1[CH:8]=[CH:7][C:6]([N:9]2[C:13]3=[N:14][CH:15]=[CH:16][C:17]([C:18]4[CH:19]=[N:20][C:21]5[C:26]([CH:27]=4)=[CH:25][CH:24]=[CH:23][CH:22]=5)=[C:12]3[C:11]([CH:28]([CH3:30])[CH3:29])=[N:10]2)=[CH:5][C:4]=1[NH:31][CH:32]1[CH2:37][CH2:36][N:35](C(OC(C)(C)C)=O)[CH2:34][CH2:33]1)#[N:2].C(Cl)(Cl)Cl.O.C(=O)(O)[O-].[Na+], predict the reaction product. The product is: [CH:28]([C:11]1[C:12]2[C:13](=[N:14][CH:15]=[CH:16][C:17]=2[C:18]2[CH:19]=[N:20][C:21]3[C:26]([CH:27]=2)=[CH:25][CH:24]=[CH:23][CH:22]=3)[N:9]([C:6]2[CH:7]=[CH:8][C:3]([C:1]#[N:2])=[C:4]([NH:31][CH:32]3[CH2:33][CH2:34][NH:35][CH2:36][CH2:37]3)[CH:5]=2)[N:10]=1)([CH3:30])[CH3:29]. (4) The product is: [CH2:20]([N:22]([S:23]([C:26]1[CH:27]=[CH:28][C:29]([F:32])=[CH:30][CH:31]=1)(=[O:25])=[O:24])[CH2:33][C:34]([NH:19][CH2:18][C:5]1[CH:6]=[C:7]([C:8]2[CH:9]=[CH:10][C:11]([C:14]([F:16])([F:17])[F:15])=[CH:12][CH:13]=2)[C:2]([F:1])=[CH:3][CH:4]=1)=[O:35])[CH3:21]. Given the reactants [F:1][C:2]1[C:7]([C:8]2[CH:13]=[CH:12][C:11]([C:14]([F:17])([F:16])[F:15])=[CH:10][CH:9]=2)=[CH:6][C:5]([CH2:18][NH2:19])=[CH:4][CH:3]=1.[CH2:20]([N:22]([CH2:33][C:34](O)=[O:35])[S:23]([C:26]1[CH:31]=[CH:30][C:29]([F:32])=[CH:28][CH:27]=1)(=[O:25])=[O:24])[CH3:21].CN(C(ON1N=NC2C=CC=NC1=2)=[N+](C)C)C.F[P-](F)(F)(F)(F)F.C(N(CC)C(C)C)(C)C.OS([O-])(=O)=O.[K+], predict the reaction product. (5) Given the reactants [CH2:1]([N:4]1[C:12](=[O:13])[C:11]2[N:10](CN3CCCC3)[CH:9]=[N:8][C:7]=2[N:6]([CH2:20][CH2:21][CH3:22])[C:5]1=[O:23])[CH2:2][CH3:3].[Li]CCCC.[C:29]1(=[O:38])[CH2:36][CH2:35][CH2:34][C:33](=[O:37])[CH2:32][CH2:31][CH2:30]1, predict the reaction product. The product is: [OH:37][C:33]12[O:38][C:29]([C:9]3[NH:10][C:11]4[C:12](=[O:13])[N:4]([CH2:1][CH2:2][CH3:3])[C:5](=[O:23])[N:6]([CH2:20][CH2:21][CH3:22])[C:7]=4[N:8]=3)([CH2:36][CH2:35][CH2:34]1)[CH2:30][CH2:31][CH2:32]2.